This data is from Catalyst prediction with 721,799 reactions and 888 catalyst types from USPTO. The task is: Predict which catalyst facilitates the given reaction. (1) Reactant: [CH2:1]([O:3][C:4](=[O:23])[CH:5]=[CH:6][C:7]1[S:15][C:14]2[C:13]([N:16]3[CH2:21][CH2:20][O:19][CH2:18][CH2:17]3)=[N:12][C:11]([Cl:22])=[N:10][C:9]=2[CH:8]=1)[CH3:2]. Product: [CH2:1]([O:3][C:4](=[O:23])[CH2:5][CH2:6][C:7]1[S:15][C:14]2[C:13]([N:16]3[CH2:21][CH2:20][O:19][CH2:18][CH2:17]3)=[N:12][C:11]([Cl:22])=[N:10][C:9]=2[CH:8]=1)[CH3:2]. The catalyst class is: 604. (2) Reactant: Cl.[Cl:2][C:3]1[CH:4]=[C:5]2[C:11]([C:12]3[N:17]=[C:16]([NH:18][C@H:19]4[CH2:24][CH2:23][CH2:22][NH:21][CH2:20]4)[C:15]([F:25])=[CH:14][N:13]=3)=[CH:10][NH:9][C:6]2=[N:7][CH:8]=1.ClC1C=C2C(C3N=C(N[C@H]4CCCNC4)C(F)=CN=3)=CNC2=NC=1.C(N(C(C)C)CC)(C)C.Cl.C(N=C=NCCCN(C)C)C.O.ON1C2C=CC=CC=2N=N1.[CH3:82][C:83]1([C:86](O)=[O:87])[CH2:85][CH2:84]1. Product: [Cl:2][C:3]1[CH:4]=[C:5]2[C:11]([C:12]3[N:17]=[C:16]([NH:18][C@H:19]4[CH2:24][CH2:23][CH2:22][N:21]([C:86]([C:83]5([CH3:82])[CH2:85][CH2:84]5)=[O:87])[CH2:20]4)[C:15]([F:25])=[CH:14][N:13]=3)=[CH:10][NH:9][C:6]2=[N:7][CH:8]=1. The catalyst class is: 59. (3) Product: [F:26][C:23]1[CH:24]=[CH:25][C:20]([C:15]2[C:14]([CH2:13][O:12][C:9]3[N:8]=[N:7][C:6]([C:4]([OH:5])=[O:3])=[CH:11][CH:10]=3)=[C:18]([CH3:19])[O:17][N:16]=2)=[N:21][CH:22]=1. Reactant: C([O:3][C:4]([C:6]1[N:7]=[N:8][C:9]([O:12][CH2:13][C:14]2[C:15]([C:20]3[CH:25]=[CH:24][C:23]([F:26])=[CH:22][N:21]=3)=[N:16][O:17][C:18]=2[CH3:19])=[CH:10][CH:11]=1)=[O:5])C.O.[OH-].[Li+].Cl. The catalyst class is: 278. (4) The catalyst class is: 29. Product: [CH:11]1[C:12]([C@H:15]2[N:18]([C:19]3[CH:24]=[CH:23][C:22]([F:25])=[CH:21][CH:20]=3)[C:17](=[O:26])[C@@H:16]2[CH2:27][CH2:28][C@H:29]([OH:30])[C:31]2[CH:36]=[CH:35][C:34]([F:37])=[CH:33][CH:32]=2)=[CH:13][CH:14]=[C:9]([OH:8])[CH:10]=1. Reactant: C([O:8][C:9]1[CH:14]=[CH:13][C:12]([C@H:15]2[N:18]([C:19]3[CH:24]=[CH:23][C:22]([F:25])=[CH:21][CH:20]=3)[C:17](=[O:26])[C@@H:16]2[CH2:27][CH2:28][C@@H:29]([C:31]2[CH:36]=[CH:35][C:34]([F:37])=[CH:33][CH:32]=2)[OH:30])=[CH:11][CH:10]=1)C1C=CC=CC=1.[H][H].C1(C)C=CC=CC=1.C(OCC)(=O)C. (5) Reactant: S(Cl)(Cl)=O.[N:5]([C@H:8]([CH3:12])[C:9](O)=[O:10])=[N+:6]=[N-:7].[NH2:13][C:14]1[C:15]([Cl:21])=[N:16][C:17]([Cl:20])=[CH:18][CH:19]=1.O. The catalyst class is: 80. Product: [N:5]([C@H:8]([CH3:12])[C:9]([NH:13][C:14]1[C:15]([Cl:21])=[N:16][C:17]([Cl:20])=[CH:18][CH:19]=1)=[O:10])=[N+:6]=[N-:7]. (6) Product: [N:8]1[N:6]2[CH:7]=[C:2]([OH:11])[CH:3]=[N:4][C:5]2=[CH:10][CH:9]=1. The catalyst class is: 5. Reactant: Br[C:2]1[CH:3]=[N:4][C:5]2[N:6]([N:8]=[CH:9][CH:10]=2)[CH:7]=1.[OH-:11].[K+].